From a dataset of Full USPTO retrosynthesis dataset with 1.9M reactions from patents (1976-2016). Predict the reactants needed to synthesize the given product. Given the product [N:1]1([C:6]2[CH:7]=[C:8]([CH3:24])[C:9]3[N:13]=[C:12]([C:14]4[C:15](=[O:21])[NH:16][CH:17]=[CH:18][C:19]=4[I:20])[NH:11][C:10]=3[CH:23]=2)[CH:5]=[CH:4][N:3]=[CH:2]1, predict the reactants needed to synthesize it. The reactants are: [N:1]1([C:6]2[CH:7]=[C:8]([CH3:24])[C:9]3[N:13]=[C:12]([C:14]4[C:15]([O:21]C)=[N:16][CH:17]=[CH:18][C:19]=4[I:20])[NH:11][C:10]=3[CH:23]=2)[CH:5]=[CH:4][N:3]=[CH:2]1.